This data is from NCI-60 drug combinations with 297,098 pairs across 59 cell lines. The task is: Regression. Given two drug SMILES strings and cell line genomic features, predict the synergy score measuring deviation from expected non-interaction effect. (1) Drug 1: C1CN1P(=S)(N2CC2)N3CC3. Drug 2: CC(C)NC(=O)C1=CC=C(C=C1)CNNC.Cl. Cell line: RPMI-8226. Synergy scores: CSS=21.5, Synergy_ZIP=-6.68, Synergy_Bliss=0.416, Synergy_Loewe=-7.83, Synergy_HSA=-0.311. (2) Drug 1: C1=CC(=CC=C1CCC2=CNC3=C2C(=O)NC(=N3)N)C(=O)NC(CCC(=O)O)C(=O)O. Drug 2: C1=CC(=CC=C1C#N)C(C2=CC=C(C=C2)C#N)N3C=NC=N3. Cell line: A549. Synergy scores: CSS=33.4, Synergy_ZIP=-9.24, Synergy_Bliss=-5.51, Synergy_Loewe=-27.1, Synergy_HSA=-4.95. (3) Drug 1: C#CCC(CC1=CN=C2C(=N1)C(=NC(=N2)N)N)C3=CC=C(C=C3)C(=O)NC(CCC(=O)O)C(=O)O. Drug 2: CC(C)CN1C=NC2=C1C3=CC=CC=C3N=C2N. Cell line: A549. Synergy scores: CSS=0.583, Synergy_ZIP=-0.573, Synergy_Bliss=0.373, Synergy_Loewe=-2.45, Synergy_HSA=-0.921.